From a dataset of Catalyst prediction with 721,799 reactions and 888 catalyst types from USPTO. Predict which catalyst facilitates the given reaction. (1) Reactant: [NH2:1][C:2]1[C:15]2OC3C(=CC=CC=3)[C:7](=[C:16]3[CH2:22][CH:21]4[N:23](C(=O)C(F)(F)F)[CH:18]([CH2:19][CH2:20]4)[CH2:17]3)[C:6]=2[CH:5]=[CH:4][CH:3]=1.Br[C:31]1[CH:32]=[N:33][CH:34]=[CH:35][CH:36]=1.C[C:38]([CH3:41])([O-:40])[CH3:39].[K+].O1C[CH2:46][CH2:45][CH2:44]1.CC1(C)C2C(=C(P(C3C=CC=CC=3)C3C=CC=CC=3)C=CC=2)OC2C(P(C3C=CC=CC=3)C3C=CC=CC=3)=CC=CC1=2. Product: [CH:18]12[NH:23][CH:21]([CH2:20][CH2:19]1)[CH2:22][C:16](=[C:7]1[C:6]3[CH:5]=[CH:4][CH:3]=[C:2]([NH:1][C:31]4[CH:32]=[N:33][CH:34]=[CH:35][CH:36]=4)[C:15]=3[O:40][C:38]3[C:41]1=[CH:44][CH:45]=[CH:46][CH:39]=3)[CH2:17]2. The catalyst class is: 488. (2) Product: [F:1][C:2]1[CH:29]=[CH:28][CH:27]=[CH:26][C:3]=1[CH2:4][N:5]1[CH2:10][CH2:9][S:8][CH:7]([C:11]([NH:13][C:14]2[CH:15]=[C:16]3[C:20](=[CH:21][CH:22]=2)[NH:19][N:18]=[C:17]3[C:23](=[O:25])[NH:32][CH3:31])=[O:12])[CH2:6]1. Reactant: [F:1][C:2]1[CH:29]=[CH:28][CH:27]=[CH:26][C:3]=1[CH2:4][N:5]1[CH2:10][CH2:9][S:8][CH:7]([C:11]([NH:13][C:14]2[CH:15]=[C:16]3[C:20](=[CH:21][CH:22]=2)[NH:19][N:18]=[C:17]3[C:23]([OH:25])=O)=[O:12])[CH2:6]1.C[CH2:31][N:32](C(C)C)C(C)C.CN(C(ON1N=NC2C=CC=NC1=2)=[N+](C)C)C.F[P-](F)(F)(F)(F)F.Cl.CN. The catalyst class is: 3. (3) Reactant: [CH3:1][O:2][C:3]1[C:19]([CH3:20])=[C:18]([CH3:21])[C:17]([O:22][CH3:23])=[C:16]([CH3:24])[C:4]=1[CH2:5][C:6]1[CH:7]=[CH:8][C:9]([OH:15])=[C:10]([CH:14]=1)[C:11]([OH:13])=[O:12].[C:25](OC(=O)C)(=[O:27])[CH3:26]. Product: [CH3:1][O:2][C:3]1[C:19]([CH3:20])=[C:18]([CH3:21])[C:17]([O:22][CH3:23])=[C:16]([CH3:24])[C:4]=1[CH2:5][C:6]1[CH:7]=[CH:8][C:9]([O:15][C:25](=[O:27])[CH3:26])=[C:10]([CH:14]=1)[C:11]([OH:13])=[O:12]. The catalyst class is: 6.